From a dataset of Full USPTO retrosynthesis dataset with 1.9M reactions from patents (1976-2016). Predict the reactants needed to synthesize the given product. (1) Given the product [Cl:1][C:2]1[NH:10][C:9]2[C:8](=[O:14])[N:7]([CH2:35][CH2:34][CH2:33][C:30]3[N:29]=[C:28]([CH2:27][C:21]4[CH:26]=[CH:25][CH:24]=[CH:23][CH:22]=4)[O:32][N:31]=3)[C:6](=[O:15])[N:5]([CH2:16][CH2:17][CH2:18][CH2:19][CH3:20])[C:4]=2[N:3]=1, predict the reactants needed to synthesize it. The reactants are: [Cl:1][C:2]1[N:10](CC=C)[C:9]2[C:8](=[O:14])[NH:7][C:6](=[O:15])[N:5]([CH2:16][CH2:17][CH2:18][CH2:19][CH3:20])[C:4]=2[N:3]=1.[C:21]1([CH2:27][C:28]2[O:32][N:31]=[C:30]([CH2:33][CH2:34][CH2:35]O)[N:29]=2)[CH:26]=[CH:25][CH:24]=[CH:23][CH:22]=1.C1C=CC(COC(/N=N/C(OCC2C=CC=CC=2)=O)=O)=CC=1.C1(P(C2C=CC=CC=2)C2C=CC=CC=2)C=CC=CC=1.N1CCOCC1. (2) Given the product [CH3:27][N:28]([CH2:29][CH2:30][CH:31]([CH3:33])[CH3:32])[C:2]1[N:7]=[N:6][C:5]([NH:8][C:9](=[O:26])[CH:10]([NH:14][C:15](=[O:25])[CH2:16][C:17]2[CH:22]=[C:21]([F:23])[CH:20]=[C:19]([F:24])[CH:18]=2)[CH2:11][CH2:12][CH3:13])=[CH:4][CH:3]=1, predict the reactants needed to synthesize it. The reactants are: Cl[C:2]1[N:7]=[N:6][C:5]([NH:8][C:9](=[O:26])[CH:10]([NH:14][C:15](=[O:25])[CH2:16][C:17]2[CH:22]=[C:21]([F:23])[CH:20]=[C:19]([F:24])[CH:18]=2)[CH2:11][CH2:12][CH3:13])=[CH:4][CH:3]=1.[CH3:27][NH:28][CH2:29][CH2:30][CH:31]([CH3:33])[CH3:32]. (3) Given the product [NH2:12][C:9]1[N:8]=[C:7]([C:13]2[CH:18]=[CH:17][C:16]([Cl:19])=[CH:15][C:14]=2[F:20])[N:6]=[C:5]([C:3]([OH:4])=[O:2])[C:10]=1[Cl:11], predict the reactants needed to synthesize it. The reactants are: C[O:2][C:3]([C:5]1[C:10]([Cl:11])=[C:9]([NH2:12])[N:8]=[C:7]([C:13]2[CH:18]=[CH:17][C:16]([Cl:19])=[CH:15][C:14]=2[F:20])[N:6]=1)=[O:4].[OH-].[Na+].Cl. (4) Given the product [CH3:1][O:2][C:3](=[O:17])[CH2:4][CH2:5][CH2:6][CH2:7][CH2:8][S:9][C:10]1[CH:15]=[CH:14][C:13]([N:21]([CH3:20])[CH3:18])=[CH:12][CH:11]=1, predict the reactants needed to synthesize it. The reactants are: [CH3:1][O:2][C:3](=[O:17])[CH2:4][CH2:5][CH2:6][CH2:7][CH2:8][S:9][C:10]1[CH:15]=[CH:14][C:13](N)=[CH:12][CH:11]=1.[CH2:18]=O.[C:20]([BH3-])#[N:21].[Na+]. (5) Given the product [Cl:1][C:2]1[CH:3]=[C:4]([NH:5][C:21](=[O:22])[CH2:20][CH2:19][CH2:18][CH2:17][N:24]2[CH2:29][CH2:28][CH2:27][CH2:26][CH2:25]2)[CH:6]=[CH:7][CH:8]=1, predict the reactants needed to synthesize it. The reactants are: [Cl:1][C:2]1[CH:3]=[C:4]([CH:6]=[CH:7][CH:8]=1)[NH2:5].C(N(CC)CC)C.Br[CH2:17][CH2:18][CH2:19][CH2:20][C:21](Cl)=[O:22].[NH:24]1[CH2:29][CH2:28][CH2:27][CH2:26][CH2:25]1.C([O-])=O. (6) Given the product [CH3:1][N:2]1[CH2:6][CH:5]([C:7]([O:9][CH3:10])=[O:8])[N:4]([CH3:12])[C:3]1=[O:11], predict the reactants needed to synthesize it. The reactants are: [CH3:1][N:2]1[CH2:6][CH:5]([C:7]([O:9][CH3:10])=[O:8])[NH:4][C:3]1=[O:11].[CH3:12]I.[H-].[Na+]. (7) Given the product [CH2:1]([O:8][C:9]1[CH:13]=[C:12]([CH2:14][OH:15])[N:11]([C:18]2[CH:23]=[CH:22][CH:21]=[CH:20][CH:19]=2)[N:10]=1)[C:2]1[CH:3]=[CH:4][CH:5]=[CH:6][CH:7]=1, predict the reactants needed to synthesize it. The reactants are: [CH2:1]([O:8][C:9]1[CH:13]=[C:12]([C:14](OC)=[O:15])[N:11]([C:18]2[CH:23]=[CH:22][CH:21]=[CH:20][CH:19]=2)[N:10]=1)[C:2]1[CH:7]=[CH:6][CH:5]=[CH:4][CH:3]=1.[H-].[Al+3].[Li+].[H-].[H-].[H-].O.O.O.O.O.O.O.O.O.O.S([O-])([O-])(=O)=O.[Na+].[Na+]. (8) Given the product [CH2:1]([O:4][N:5]([C@H:18]1[CH2:23][NH:22][C@H:21]([C:31]([NH2:32])=[O:33])[C:20]([CH2:34][CH3:35])=[CH:19]1)[S:6]([C:9]1[CH:14]=[CH:13][CH:12]=[CH:11][C:10]=1[N+:15]([O-:17])=[O:16])(=[O:8])=[O:7])[CH:2]=[CH2:3], predict the reactants needed to synthesize it. The reactants are: [CH2:1]([O:4][N:5]([C@H:18]1[CH2:23][N:22](C(OC(C)(C)C)=O)[C@H:21]([C:31](=[O:33])[NH2:32])[C:20]([CH2:34][CH3:35])=[CH:19]1)[S:6]([C:9]1[CH:14]=[CH:13][CH:12]=[CH:11][C:10]=1[N+:15]([O-:17])=[O:16])(=[O:8])=[O:7])[CH:2]=[CH2:3].C(ON([C@H]1CN[C@H](C(N)=O)C=C1C)S(C1C=CC=CC=1[N+]([O-])=O)(=O)=O)C=C. (9) The reactants are: [Br:1][C:2]1[CH:10]=[C:9]2[C:5]([CH2:6][C:7]3([CH2:16][CH2:15][C:14]4([O:20][CH2:19][CH2:18][O:17]4)[CH2:13][CH2:12]3)[C:8]2=O)=[CH:4][CH:3]=1.[CH3:21][C:22]([S:25]([NH2:27])=[O:26])([CH3:24])[CH3:23].CCOC(C)=O. Given the product [Br:1][C:2]1[CH:10]=[C:9]2[C:5]([CH2:6][C:7]3([CH2:16][CH2:15][C:14]4([O:20][CH2:19][CH2:18][O:17]4)[CH2:13][CH2:12]3)[C:8]2=[N:27][S:25]([C:22]([CH3:24])([CH3:23])[CH3:21])=[O:26])=[CH:4][CH:3]=1, predict the reactants needed to synthesize it. (10) The reactants are: [CH2:1]([N:4]1[C:12](=[O:13])[C:11]2[N:10]([CH2:14][O:15][CH2:16][CH2:17][Si:18]([CH3:21])([CH3:20])[CH3:19])[C:9]([C:22]3[CH:23]=[N:24][NH:25][CH:26]=3)=[N:8][C:7]=2[N:6]=[C:5]1[N:27]1[CH2:31][CH2:30][CH2:29][CH2:28]1)[CH2:2][CH3:3].C(=O)([O-])[O-].[K+].[K+].Br[CH2:39][C:40]#[C:41][C:42]1[CH:47]=[CH:46][C:45]([F:48])=[CH:44][CH:43]=1. Given the product [F:48][C:45]1[CH:46]=[CH:47][C:42]([C:41]#[C:40][CH2:39][N:24]2[CH:23]=[C:22]([C:9]3[N:10]([CH2:14][O:15][CH2:16][CH2:17][Si:18]([CH3:21])([CH3:20])[CH3:19])[C:11]4[C:12](=[O:13])[N:4]([CH2:1][CH2:2][CH3:3])[C:5]([N:27]5[CH2:28][CH2:29][CH2:30][CH2:31]5)=[N:6][C:7]=4[N:8]=3)[CH:26]=[N:25]2)=[CH:43][CH:44]=1, predict the reactants needed to synthesize it.